Dataset: Full USPTO retrosynthesis dataset with 1.9M reactions from patents (1976-2016). Task: Predict the reactants needed to synthesize the given product. (1) Given the product [CH3:32][O:31][C:30](=[O:33])[NH:29][C@H:26]1[CH2:27][CH2:28][N:24]([C:7]2[C:8]([C:18](=[O:20])[CH3:19])=[CH:9][C:10]([Cl:17])=[C:11]3[C:16]=2[N:15]=[CH:14][CH:13]=[CH:12]3)[CH2:25]1, predict the reactants needed to synthesize it. The reactants are: FC(F)(F)S(O[C:7]1[C:8]([C:18](=[O:20])[CH3:19])=[CH:9][C:10]([Cl:17])=[C:11]2[C:16]=1[N:15]=[CH:14][CH:13]=[CH:12]2)(=O)=O.Cl.[NH:24]1[CH2:28][CH2:27][C@H:26]([NH:29][C:30](=[O:33])[O:31][CH3:32])[CH2:25]1.C(=O)([O-])[O-].[Cs+].[Cs+]. (2) Given the product [C:1]([C:5]1[NH:6][C:7]([C:16]2[CH:17]=[CH:18][C:19]([F:22])=[CH:20][CH:21]=2)=[C:8]([C:10]2[CH:15]=[CH:14][N+:13]([O-:24])=[CH:12][CH:11]=2)[N:9]=1)([CH3:4])([CH3:2])[CH3:3], predict the reactants needed to synthesize it. The reactants are: [C:1]([C:5]1[NH:6][C:7]([C:16]2[CH:21]=[CH:20][C:19]([F:22])=[CH:18][CH:17]=2)=[C:8]([C:10]2[CH:15]=[CH:14][N:13]=[CH:12][CH:11]=2)[N:9]=1)([CH3:4])([CH3:3])[CH3:2].C[OH:24]. (3) Given the product [Cl:19][CH2:20][C:21]([NH:5][C:4]1[CH:6]=[C:7]([N+:10]([O-:12])=[O:11])[CH:8]=[CH:9][C:3]=1[O:2][CH3:1])=[O:22], predict the reactants needed to synthesize it. The reactants are: [CH3:1][O:2][C:3]1[CH:9]=[CH:8][C:7]([N+:10]([O-:12])=[O:11])=[CH:6][C:4]=1[NH2:5].N1C=CC=CC=1.[Cl:19][CH2:20][C:21](Cl)=[O:22]. (4) Given the product [OH:17][C:3]1[CH:11]=[C:10]([O:12][CH3:13])[C:9]([O:14][CH3:15])=[CH:8][C:4]=1[C:5]([OH:7])=[O:6], predict the reactants needed to synthesize it. The reactants are: O.Br[C:3]1[CH:11]=[C:10]([O:12][CH3:13])[C:9]([O:14][CH3:15])=[CH:8][C:4]=1[C:5]([OH:7])=[O:6].C(=O)([O-])[O-:17].[Na+].[Na+].Cl. (5) The reactants are: Br[CH:2]1[CH2:7][CH2:6][CH2:5][CH:4]([C:8]([N:10]2[CH2:15][CH2:14][CH2:13][CH2:12][CH2:11]2)=[O:9])[C:3]1=O.[CH2:17]([O:24][CH2:25][CH2:26][NH:27][C:28]1[CH:33]=[CH:32][CH:31]=[CH:30][CH:29]=1)[C:18]1[CH:23]=[CH:22][CH:21]=[CH:20][CH:19]=1. Given the product [CH2:17]([O:24][CH2:25][CH2:26][N:27]1[C:2]2[CH2:7][CH2:6][CH2:5][CH:4]([C:8]([N:10]3[CH2:15][CH2:14][CH2:13][CH2:12][CH2:11]3)=[O:9])[C:3]=2[C:33]2[C:28]1=[CH:29][CH:30]=[CH:31][CH:32]=2)[C:18]1[CH:19]=[CH:20][CH:21]=[CH:22][CH:23]=1, predict the reactants needed to synthesize it. (6) Given the product [CH3:1][O:2][C:3]1[CH:31]=[CH:30][CH:29]=[CH:28][C:4]=1[C:5]([NH:7][C:8]1[CH:20]=[C:19]([O:21][C:22]2[CH:23]=[CH:24][CH:25]=[CH:26][CH:27]=2)[CH:18]=[CH:17][C:9]=1[C:10]([OH:12])=[O:11])=[O:6], predict the reactants needed to synthesize it. The reactants are: [CH3:1][O:2][C:3]1[CH:31]=[CH:30][CH:29]=[CH:28][C:4]=1[C:5]([NH:7][C:8]1[CH:20]=[C:19]([O:21][C:22]2[CH:27]=[CH:26][CH:25]=[CH:24][CH:23]=2)[CH:18]=[CH:17][C:9]=1[C:10]([O:12]C(C)(C)C)=[O:11])=[O:6]. (7) The reactants are: [F:1][C:2]1[C:3](F)=[C:4]([F:13])[C:5]([F:12])=[C:6]([C:10]#[N:11])[C:7]=1[C:8]#[N:9].[Cl:15][C:16]1[C:21]([OH:22])=[C:20]([Cl:23])[C:19]([Cl:24])=[C:18]([OH:25])[C:17]=1[Cl:26]. Given the product [C:8]([C:7]1[C:2]([F:1])=[C:3]([C:4]([F:13])=[C:5]([F:12])[C:6]=1[C:10]#[N:11])[O:22][C:21]1[C:16]([Cl:15])=[C:17]([Cl:26])[C:18]([O:25][C:3]2[C:4]([F:13])=[C:5]([F:12])[C:6]([C:10]#[N:11])=[C:7]([C:8]#[N:9])[C:2]=2[F:1])=[C:19]([Cl:24])[C:20]=1[Cl:23])#[N:9], predict the reactants needed to synthesize it. (8) Given the product [C@@H:1]12[CH2:7][C@@H:4]([CH2:5][CH2:6]1)[CH2:3][C@@H:2]2[NH:8][C:9]1[S:10][C:11]2([CH2:28][CH2:27][O:26][CH2:25][CH2:24]2)[C:12](=[O:14])[N:13]=1, predict the reactants needed to synthesize it. The reactants are: [C@@H:1]12[CH2:7][C@@H:4]([CH2:5][CH2:6]1)[CH2:3][C@@H:2]2[NH:8][C:9]1[S:10][CH2:11][C:12](=[O:14])[N:13]=1.[Li+].CC([N-]C(C)C)C.Br[CH2:24][CH2:25][O:26][CH2:27][CH2:28]Br. (9) Given the product [C:10]([O:14][C:15]([N:17]1[CH2:18][CH2:19][CH:20]([N:1]2[C:9]3[C:4](=[CH:5][CH:6]=[CH:7][CH:8]=3)[CH:3]=[CH:2]2)[CH:21]([CH2:26][CH3:27])[CH2:22]1)=[O:16])([CH3:11])([CH3:12])[CH3:13], predict the reactants needed to synthesize it. The reactants are: [NH:1]1[C:9]2[C:4](=[CH:5][CH:6]=[CH:7][CH:8]=2)[CH:3]=[CH:2]1.[C:10]([O:14][C:15]([N:17]1[CH:22](C)[CH2:21][C:20](=O)[CH2:19][CH:18]1C)=[O:16])([CH3:13])([CH3:12])[CH3:11].[C:26](O[BH-](OC(=O)C)OC(=O)C)(=O)[CH3:27].[Na+].[OH-].[Na+].